Task: Predict the product of the given reaction.. Dataset: Forward reaction prediction with 1.9M reactions from USPTO patents (1976-2016) (1) Given the reactants [Br:1][C:2]1[CH:7]=[CH:6][C:5]([C:8]2([C:14]([NH2:16])=O)[CH2:13][CH2:12][O:11][CH2:10][CH2:9]2)=[CH:4][CH:3]=1.COC1C=CC(P2(SP(C3C=CC(OC)=CC=3)(=S)S2)=[S:26])=CC=1, predict the reaction product. The product is: [Br:1][C:2]1[CH:7]=[CH:6][C:5]([C:8]2([C:14](=[S:26])[NH2:16])[CH2:13][CH2:12][O:11][CH2:10][CH2:9]2)=[CH:4][CH:3]=1. (2) Given the reactants [Br:1][C:2]1[CH:3]=[C:4](B(O)O)[CH:5]=[C:6]([Br:8])[CH:7]=1.Br[C:13]1[N:18]=[C:17]([C:19]2[CH:24]=[CH:23][CH:22]=[C:21]([C:25]3[CH:30]=[CH:29][CH:28]=[CH:27][N:26]=3)[N:20]=2)[CH:16]=[CH:15][CH:14]=1.C(=O)([O-])[O-].[K+].[K+], predict the reaction product. The product is: [Br:1][C:2]1[CH:3]=[C:4]([C:27]2[N:26]=[C:25]([C:21]3[CH:22]=[CH:23][CH:24]=[C:19]([C:17]4[CH:16]=[CH:15][CH:14]=[CH:13][N:18]=4)[N:20]=3)[CH:30]=[CH:29][CH:28]=2)[CH:5]=[C:6]([Br:8])[CH:7]=1. (3) Given the reactants [NH2:1][C:2]1[CH:7]=[CH:6][C:5]([C:8]2[CH:9]=[C:10]([N:14]3[C:19](=[O:20])[C:18]([CH2:21][C:22]4[CH:27]=[CH:26][CH:25]=[CH:24][CH:23]=4)=[N:17][C:16]4[CH:28]=[CH:29][CH:30]=[N:31][C:15]3=4)[CH:11]=[CH:12][CH:13]=2)=[CH:4][CH:3]=1.C(N(CC)CC)C.[CH3:39][S:40](Cl)(=[O:42])=[O:41].C(=O)(O)[O-].[Na+], predict the reaction product. The product is: [CH2:21]([C:18]1[C:19](=[O:20])[N:14]([C:10]2[CH:11]=[CH:12][CH:13]=[C:8]([C:5]3[CH:6]=[CH:7][C:2]([NH:1][S:40]([CH3:39])(=[O:42])=[O:41])=[CH:3][CH:4]=3)[CH:9]=2)[C:15]2[N:31]=[CH:30][CH:29]=[CH:28][C:16]=2[N:17]=1)[C:22]1[CH:27]=[CH:26][CH:25]=[CH:24][CH:23]=1. (4) Given the reactants [OH:1][CH2:2][C:3]1[C:4]2[N:5]([N:11]=[C:12]([CH2:14][O:15][CH:16]3[CH2:21][CH2:20][CH2:19][CH2:18][O:17]3)[CH:13]=2)[C:6]([O:9][CH3:10])=[CH:7][CH:8]=1, predict the reaction product. The product is: [CH3:10][O:9][C:6]1[N:5]2[N:11]=[C:12]([CH2:14][O:15][CH:16]3[CH2:21][CH2:20][CH2:19][CH2:18][O:17]3)[CH:13]=[C:4]2[C:3]([CH:2]=[O:1])=[CH:8][CH:7]=1. (5) Given the reactants FC(F)(F)C([N:5]1[CH2:15][CH:14]2[CH2:16][CH:7]([C:8]3[CH:9]=[CH:10][C:11]([OH:17])=[CH:12][C:13]=32)[CH2:6]1)=O.C([O-])([O-])=O.[Na+].[Na+].C(OCC)(=O)C.[ClH:32], predict the reaction product. The product is: [ClH:32].[CH:14]12[CH2:16][CH:7]([CH2:6][NH:5][CH2:15]1)[C:8]1[CH:9]=[CH:10][C:11]([OH:17])=[CH:12][C:13]2=1.